This data is from Forward reaction prediction with 1.9M reactions from USPTO patents (1976-2016). The task is: Predict the product of the given reaction. (1) Given the reactants [CH2:1]([S:3]([Cl:6])(=[O:5])=[O:4])[CH3:2].Cl.Cl.[NH2:9][C:10]1[CH:15]=[CH:14][C:13]([C:16]2[CH:21]=[CH:20][C:19]([NH:22][C:23]([C@@H:25]3[CH:30]4[CH2:31][CH2:32][N:27]([CH2:28][CH2:29]4)[CH2:26]3)=[O:24])=[CH:18][CH:17]=2)=[CH:12][CH:11]=1, predict the reaction product. The product is: [ClH:6].[CH2:1]([S:3]([NH:9][C:10]1[CH:15]=[CH:14][C:13]([C:16]2[CH:17]=[CH:18][C:19]([NH:22][C:23]([C@@H:25]3[CH:30]4[CH2:29][CH2:28][N:27]([CH2:32][CH2:31]4)[CH2:26]3)=[O:24])=[CH:20][CH:21]=2)=[CH:12][CH:11]=1)(=[O:5])=[O:4])[CH3:2]. (2) Given the reactants C([N:8]1[CH2:16][CH2:15][N:14](CC2C=CC=CC=2)[CH2:13][CH2:12][N:11](CC2C=CC=CC=2)[CH2:10][CH:9]1[CH2:31][NH2:32])C1C=CC=CC=1.C(O)(=O)C.O, predict the reaction product. The product is: [NH:8]1[CH2:16][CH2:15][NH:14][CH2:13][CH2:12][NH:11][CH2:10][CH:9]1[CH2:31][NH2:32]. (3) The product is: [I:10][C:6]1[CH:5]=[C:4]([CH:2]([OH:3])[CH3:1])[CH:9]=[CH:8][CH:7]=1. Given the reactants [CH3:1][C:2]([C:4]1[CH:9]=[CH:8][CH:7]=[C:6]([I:10])[CH:5]=1)=[O:3].[BH4-].[Na+].O.[Cl-].[NH4+], predict the reaction product. (4) Given the reactants [C:1]([C:3]1[C:4]([C:19]2[C:20]([CH3:28])=[C:21](C([O-])=O)[O:22][C:23]=2[CH3:24])=[C:5]([C:12]2[CH:17]=[CH:16][C:15]([OH:18])=[CH:14][CH:13]=2)[CH:6]=[C:7]([CH2:9][CH2:10][CH3:11])[CH:8]=1)#[N:2].[OH-].[Na+].Cl.C(Cl)Cl, predict the reaction product. The product is: [CH3:24][C:23]1[O:22][CH:21]=[C:20]([CH3:28])[C:19]=1[C:4]1[C:3]([C:1]#[N:2])=[CH:8][C:7]([CH2:9][CH2:10][CH3:11])=[CH:6][C:5]=1[C:12]1[CH:13]=[CH:14][C:15]([OH:18])=[CH:16][CH:17]=1. (5) Given the reactants [CH3:1][CH2:2][C@H:3]1[C@@H:16]([OH:17])[C@@H:15]2[C@H:10]([CH2:11][CH2:12][C@:13]3([CH3:28])[C@@H:20]([C@@H:21]([CH2:23][CH2:24][C:25]([OH:27])=[O:26])[CH3:22])[CH2:19][CH2:18][C@H:14]32)[C@:9]2([CH3:29])[C@H:4]1[CH2:5][C@H:6]([OH:30])[CH2:7][CH2:8]2.[CH3:31]C=O, predict the reaction product. The product is: [CH3:31][O:26][C:25](=[O:27])[CH2:24][CH2:23][C@H:21]([C@@H:20]1[C@:13]2([CH3:28])[C@H:14]([C@H:15]3[C@H:10]([CH2:11][CH2:12]2)[C@:9]2([CH3:29])[C@@H:4]([CH2:5][C@H:6]([OH:30])[CH2:7][CH2:8]2)/[C:3](=[CH:2]/[CH3:1])/[C:16]3=[O:17])[CH2:18][CH2:19]1)[CH3:22]. (6) Given the reactants [Cl:1][C:2]1[CH:11]=[C:10]([C:12](=O)[CH3:13])[C:9]([N:15]2[CH2:20][CH2:19][N:18]([CH2:21][C:22]3[CH:27]=[CH:26][N:25]=[CH:24][CH:23]=3)[CH2:17][CH2:16]2)=[C:8]2[C:3]=1[CH:4]=[CH:5][CH:6]=[N:7]2.C([O-])(=O)C.[NH4+].C([BH3-])#[N:34].[Na+].O1CCCC1, predict the reaction product. The product is: [Cl:1][C:2]1[CH:11]=[C:10]([CH:12]([NH2:34])[CH3:13])[C:9]([N:15]2[CH2:20][CH2:19][N:18]([CH2:21][C:22]3[CH:27]=[CH:26][N:25]=[CH:24][CH:23]=3)[CH2:17][CH2:16]2)=[C:8]2[C:3]=1[CH:4]=[CH:5][CH:6]=[N:7]2.